This data is from Cav3 T-type calcium channel HTS with 100,875 compounds. The task is: Binary Classification. Given a drug SMILES string, predict its activity (active/inactive) in a high-throughput screening assay against a specified biological target. (1) The compound is s1cc(nc1NC(=O)c1sc(cc1)C)C(C)(C)C. The result is 0 (inactive). (2) The molecule is S(=O)(=O)(NC(CC(=O)NCc1cc2OCOc2cc1)c1occc1)c1ccc(OC)cc1. The result is 0 (inactive). (3) The molecule is Clc1cc(N2CCN(CC2)c2oc(nc2C#N)c2cc(OC)c(OC)cc2)ccc1. The result is 0 (inactive). (4) The molecule is O=C1N(C(CC1)(C)C(=O)NCCc1cc(OC)c(OC)cc1)Cc1cc2OCOc2cc1. The result is 0 (inactive).